This data is from Reaction yield outcomes from USPTO patents with 853,638 reactions. The task is: Predict the reaction yield, written as a fraction of the theoretical maximum amount of product (1.0 means a 100% yield; for example, 0.34 means a 34% yield). (1) The reactants are [CH3:1][O:2][C:3]1[CH:48]=[CH:47][C:6]([CH2:7][N:8]([CH2:38][C:39]2[CH:44]=[CH:43][C:42]([O:45][CH3:46])=[CH:41][CH:40]=2)[C:9]2[N:14]=[C:13]([CH3:15])[N:12]=[C:11]([C:16]3[CH:17]=[C:18]([C@H:23]([N:25]4[CH2:30][CH2:29][N:28](C(OC(C)(C)C)=O)[CH2:27][CH2:26]4)[CH3:24])[CH:19]=[N:20][C:21]=3[F:22])[CH:10]=2)=[CH:5][CH:4]=1.C(O)(C(F)(F)F)=O. The catalyst is C(Cl)Cl. The product is [F:22][C:21]1[C:16]([C:11]2[N:12]=[C:13]([CH3:15])[N:14]=[C:9]([N:8]([CH2:7][C:6]3[CH:47]=[CH:48][C:3]([O:2][CH3:1])=[CH:4][CH:5]=3)[CH2:38][C:39]3[CH:40]=[CH:41][C:42]([O:45][CH3:46])=[CH:43][CH:44]=3)[CH:10]=2)=[CH:17][C:18]([C@H:23]([N:25]2[CH2:26][CH2:27][NH:28][CH2:29][CH2:30]2)[CH3:24])=[CH:19][N:20]=1. The yield is 0.850. (2) The reactants are [NH2:1][C:2]1[CH:11]=[CH:10][CH:9]=[C:8]2[C:3]=1[C:4](=[O:14])[CH2:5][C:6]([CH3:13])([CH3:12])[O:7]2.[I:15](Cl)(=O)=O.I(Cl)(=O)=O.C([N+](CC)(CC)CC)C1C=CC=CC=1.C(=O)(O)[O-].[Na+].C(Cl)Cl. The catalyst is CO. The product is [NH2:1][C:2]1[C:11]([I:15])=[CH:10][CH:9]=[C:8]2[C:3]=1[C:4](=[O:14])[CH2:5][C:6]([CH3:12])([CH3:13])[O:7]2. The yield is 0.440. (3) The reactants are C([O:9][C:10]1[CH:15]=[C:14](I)[C:13]([O:17][C:18]2[CH:23]=[CH:22][C:21]([O:24][CH3:25])=[C:20]([CH:26]([CH3:28])[CH3:27])[CH:19]=2)=[C:12](I)[CH:11]=1)(=O)C1C=CC=CC=1.[C:30]([Cu])#[N:31].Cl.[CH3:34][N:35](C=O)C. No catalyst specified. The product is [C:34]([C:14]1[CH:15]=[C:10]([OH:9])[CH:11]=[C:12]([C:30]#[N:31])[C:13]=1[O:17][C:18]1[CH:23]=[CH:22][C:21]([O:24][CH3:25])=[C:20]([CH:26]([CH3:27])[CH3:28])[CH:19]=1)#[N:35]. The yield is 0.350. (4) The reactants are [N+:1]([C:4]1[CH:10]=[CH:9][C:7]([NH2:8])=[CH:6][CH:5]=1)([O-:3])=[O:2].Cl.[N:12]([O-])=O.[Na+].[CH3:16][C:17]1[CH:18]=[C:19]([O:24][CH2:25][CH2:26][CH2:27][CH2:28][CH3:29])[CH:20]=[C:21]([CH3:23])[CH:22]=1. The catalyst is O.CC(O)=O. The product is [CH3:23][C:21]1[CH:20]=[C:19]([O:24][CH2:25][CH2:26][CH2:27][CH2:28][CH3:29])[CH:18]=[C:17]([CH3:16])[C:22]=1[N:12]=[N:8][C:7]1[CH:9]=[CH:10][C:4]([N+:1]([O-:3])=[O:2])=[CH:5][CH:6]=1. The yield is 0.460.